This data is from Full USPTO retrosynthesis dataset with 1.9M reactions from patents (1976-2016). The task is: Predict the reactants needed to synthesize the given product. (1) Given the product [CH2:1]([O:3][C:4](=[O:19])[CH2:5][CH2:6][CH2:7][N:8]1[C:12]2[N:13]=[C:14]([CH3:18])[N:15]=[C:16]([S:42][CH2:41][C@H:26]([NH:27][S:28]([C:31]3[C:40]4[C:35](=[CH:36][CH:37]=[CH:38][CH:39]=4)[CH:34]=[CH:33][CH:32]=3)(=[O:30])=[O:29])[C:25]([O:24][C:20]([CH3:23])([CH3:21])[CH3:22])=[O:43])[C:11]=2[CH:10]=[CH:9]1)[CH3:2], predict the reactants needed to synthesize it. The reactants are: [CH2:1]([O:3][C:4](=[O:19])[CH2:5][CH2:6][CH2:7][N:8]1[C:12]2[N:13]=[C:14]([CH3:18])[N:15]=[C:16](Cl)[C:11]=2[CH:10]=[CH:9]1)[CH3:2].[C:20]([O:24][C:25](=[O:43])[C@H:26]([CH2:41][SH:42])[NH:27][S:28]([C:31]1[C:40]2[C:35](=[CH:36][CH:37]=[CH:38][CH:39]=2)[CH:34]=[CH:33][CH:32]=1)(=[O:30])=[O:29])([CH3:23])([CH3:22])[CH3:21]. (2) The reactants are: [CH2:1]([O:3][C:4]([C:6]1[C:7]2[C:22](=[O:23])[CH2:21][CH2:20][CH2:19][CH2:18][C:8]=2[N:9](C(OC(C)(C)C)=O)[CH:10]=1)=[O:5])[CH3:2].[CH3:24][N:25]([CH:27](N(C)C)N(C)C)[CH3:26]. Given the product [CH2:1]([O:3][C:4]([C:6]1[C:7]2[C:22](=[O:23])[C:21](=[CH:24][N:25]([CH3:27])[CH3:26])[CH2:20][CH2:19][CH2:18][C:8]=2[NH:9][CH:10]=1)=[O:5])[CH3:2], predict the reactants needed to synthesize it. (3) Given the product [C:11]([C:8]1[CH:7]=[C:6]([NH:5][C:3](=[O:4])[C:2]([NH:19][CH3:18])([CH3:16])[CH3:15])[O:10][N:9]=1)([CH3:14])([CH3:13])[CH3:12], predict the reactants needed to synthesize it. The reactants are: Br[C:2]([CH3:16])([CH3:15])[C:3]([NH:5][C:6]1[O:10][N:9]=[C:8]([C:11]([CH3:14])([CH3:13])[CH3:12])[CH:7]=1)=[O:4].Cl.[CH3:18][NH2:19]. (4) Given the product [Br:1][C:2]1[CH:13]=[CH:12][C:5]([CH2:6][C:7]([CH2:18][CH2:19][F:20])([C:8]#[N:9])[C:10]#[N:11])=[C:4]([F:14])[CH:3]=1, predict the reactants needed to synthesize it. The reactants are: [Br:1][C:2]1[CH:13]=[CH:12][C:5]([CH2:6][CH:7]([C:10]#[N:11])[C:8]#[N:9])=[C:4]([F:14])[CH:3]=1.[H-].[Na+].Br[CH2:18][CH2:19][F:20].